This data is from Catalyst prediction with 721,799 reactions and 888 catalyst types from USPTO. The task is: Predict which catalyst facilitates the given reaction. (1) Reactant: [CH2:1]=[CH:2][C:3](=[CH2:5])C.[Li]N.[CH3:8][O:9][C:10]([CH3:16])([O:12][CH2:13]C#C)[CH3:11].C(I)C. Product: [CH3:8][O:9][C:10]([CH3:16])([O:12][CH2:13][C:5]#[C:3][CH2:2][CH3:1])[CH3:11]. The catalyst class is: 81. (2) The catalyst class is: 25. Reactant: [Cl:1][C:2]1[CH:7]=[CH:6][C:5]([C:8]2[N:12]([C:13]3[CH:18]=[CH:17][CH:16]=[CH:15][C:14]=3[O:19][CH3:20])[NH:11][C:10](=[O:21])[CH:9]=2)=[CH:4][CH:3]=1.CS(O[CH:27]1[CH2:32][C:31]([CH3:34])([CH3:33])[O:30][C:29]([CH3:36])([CH3:35])[CH2:28]1)(=O)=O.C(=O)([O-])[O-].[Cs+].[Cs+].C1(C)C=CC=CC=1. Product: [Cl:1][C:2]1[CH:3]=[CH:4][C:5]([C:8]2[N:12]([C:13]3[CH:18]=[CH:17][CH:16]=[CH:15][C:14]=3[O:19][CH3:20])[N:11]=[C:10]([O:21][CH:27]3[CH2:32][C:31]([CH3:34])([CH3:33])[O:30][C:29]([CH3:36])([CH3:35])[CH2:28]3)[CH:9]=2)=[CH:6][CH:7]=1. (3) Reactant: [OH:1][C@@H:2]([CH2:45][OH:46])[C:3]([N:5]1[CH2:10][CH2:9][C@H:8]([O:11][C:12]2[CH:19]=[CH:18][C:17]([C:20]3[N:25]=[C:24]([NH:26][C:27]4[CH:32]=[CH:31][C:30]([N:33]5[CH2:38][CH2:37][N:36]([CH:39]6[CH2:42][O:41][CH2:40]6)[CH2:35][CH2:34]5)=[C:29]([CH3:43])[CH:28]=4)[N:23]=[CH:22][N:21]=3)=[CH:16][C:13]=2[C:14]#[N:15])[C@H:7]([F:44])[CH2:6]1)=[O:4].OC(CO)C(N1CC[C@H](OC2C=CC(C3N=C(NC4C=CC(N5CCN(C6COC6)CC5)=C(C)C=4)N=CN=3)=CC=2C#N)[C@H](F)C1)=O. Product: [OH:1][C@H:2]([CH2:45][OH:46])[C:3]([N:5]1[CH2:10][CH2:9][C@H:8]([O:11][C:12]2[CH:19]=[CH:18][C:17]([C:20]3[N:25]=[C:24]([NH:26][C:27]4[CH:32]=[CH:31][C:30]([N:33]5[CH2:34][CH2:35][N:36]([CH:39]6[CH2:40][O:41][CH2:42]6)[CH2:37][CH2:38]5)=[C:29]([CH3:43])[CH:28]=4)[N:23]=[CH:22][N:21]=3)=[CH:16][C:13]=2[C:14]#[N:15])[C@H:7]([F:44])[CH2:6]1)=[O:4]. The catalyst class is: 5. (4) Reactant: Cl.[CH3:2][C@@H:3]1[CH2:7][CH2:6][CH2:5][N:4]1[CH2:8][CH2:9][C:10]1[CH:15]=[CH:14][C:13](B(O)O)=[CH:12][CH:11]=1.Cl[C:20]1[CH:25]=[CH:24][C:23]([C:26](=[O:32])[CH2:27][CH2:28][C:29]([OH:31])=[O:30])=[CH:22][CH:21]=1.C([O-])([O-])=O.[Na+].[Na+].O1CCOCC1. The catalyst class is: 6. Product: [CH3:2][C@@H:3]1[CH2:7][CH2:6][CH2:5][N:4]1[CH2:8][CH2:9][C:10]1[CH:15]=[CH:14][C:13]([C:20]2[CH:21]=[CH:22][C:23]([C:26](=[O:32])[CH2:27][CH2:28][C:29]([OH:31])=[O:30])=[CH:24][CH:25]=2)=[CH:12][CH:11]=1. (5) Reactant: [CH:1]1([CH2:4][O:5][C:6]2[CH:7]=[C:8]([C:16](=[O:18])[CH3:17])[CH:9]=[CH:10][C:11]=2[O:12][CH:13]([F:15])[F:14])[CH2:3][CH2:2]1.CO[CH:21](OC)[N:22]([CH3:24])[CH3:23]. Product: [CH:1]1([CH2:4][O:5][C:6]2[CH:7]=[C:8]([C:16](=[O:18])[CH:17]=[CH:21][N:22]([CH3:24])[CH3:23])[CH:9]=[CH:10][C:11]=2[O:12][CH:13]([F:15])[F:14])[CH2:3][CH2:2]1. The catalyst class is: 11. (6) Reactant: [F:1][C:2]1[C:7]([F:8])=[CH:6][CH:5]=[C:4]([O:9]C)[C:3]=1[CH2:11][CH2:12][OH:13].O. Product: [F:1][C:2]1[C:3]([CH2:11][CH2:12][OH:13])=[C:4]([OH:9])[CH:5]=[CH:6][C:7]=1[F:8]. The catalyst class is: 2. (7) Reactant: [Cl:1][C:2]1[CH:7]=[C:6]2[NH:8][C:9](=[O:39])[C:10]3([CH:15]([C:16]4[CH:21]=[C:20]([Cl:22])[CH:19]=[CH:18][C:17]=4[O:23][C:24]([C:27]([OH:29])=O)([CH3:26])[CH3:25])[CH2:14][C:13](=[O:30])[NH:12][CH:11]3[C:31]3[CH:36]=[C:35]([F:37])[CH:34]=[CH:33][C:32]=3[CH3:38])[C:5]2=[CH:4][CH:3]=1.CC[N:42]=[C:43]=[N:44]CCCN(C)C.Cl.C1C=CC2N(O)N=NC=2C=1.CCN(C(C)C)C(C)C.N#CN. Product: [Cl:1][C:2]1[CH:7]=[C:6]2[NH:8][C:9](=[O:39])[C:10]3([CH:15]([C:16]4[CH:21]=[C:20]([Cl:22])[CH:19]=[CH:18][C:17]=4[O:23][C:24]([C:27](=[O:29])[NH:44][C:43]#[N:42])([CH3:26])[CH3:25])[CH2:14][C:13](=[O:30])[NH:12][CH:11]3[C:31]3[CH:36]=[C:35]([F:37])[CH:34]=[CH:33][C:32]=3[CH3:38])[C:5]2=[CH:4][CH:3]=1. The catalyst class is: 1.